Dataset: NCI-60 drug combinations with 297,098 pairs across 59 cell lines. Task: Regression. Given two drug SMILES strings and cell line genomic features, predict the synergy score measuring deviation from expected non-interaction effect. Drug 1: CC(CN1CC(=O)NC(=O)C1)N2CC(=O)NC(=O)C2. Drug 2: C1=CC(=CC=C1CC(C(=O)O)N)N(CCCl)CCCl.Cl. Cell line: HS 578T. Synergy scores: CSS=24.0, Synergy_ZIP=-1.66, Synergy_Bliss=10.5, Synergy_Loewe=8.57, Synergy_HSA=9.33.